This data is from Peptide-MHC class II binding affinity with 134,281 pairs from IEDB. The task is: Regression. Given a peptide amino acid sequence and an MHC pseudo amino acid sequence, predict their binding affinity value. This is MHC class II binding data. (1) The peptide sequence is AFKVAATAANAIPAN. The MHC is DRB1_0901 with pseudo-sequence DRB1_0901. The binding affinity (normalized) is 0.788. (2) The peptide sequence is ILNTWLVKPGAGIMI. The MHC is HLA-DQA10501-DQB10301 with pseudo-sequence HLA-DQA10501-DQB10301. The binding affinity (normalized) is 0.516. (3) The peptide sequence is VGSLQYLALTALITPKK. The MHC is HLA-DQA10501-DQB10301 with pseudo-sequence HLA-DQA10501-DQB10301. The binding affinity (normalized) is 0.267. (4) The peptide sequence is QKLIEDINASFRAAM. The MHC is DRB1_0802 with pseudo-sequence DRB1_0802. The binding affinity (normalized) is 0.866. (5) The peptide sequence is ISAYTPWAILPSVVGFWI. The MHC is DRB1_1501 with pseudo-sequence DRB1_1501. The binding affinity (normalized) is 0.341.